Dataset: Reaction yield outcomes from USPTO patents with 853,638 reactions. Task: Predict the reaction yield, written as a fraction of the theoretical maximum amount of product (1.0 means a 100% yield; for example, 0.34 means a 34% yield). (1) The reactants are Cl.[NH:2]1[CH2:5][CH:4]([O:6][C:7]2[C:12]([C:13]3[CH2:14][CH2:15][O:16][CH2:17][CH:18]=3)=[CH:11][CH:10]=[CH:9][N:8]=2)[CH2:3]1. The catalyst is CO.[Pd]. The product is [NH:2]1[CH2:3][CH:4]([O:6][C:7]2[C:12]([CH:13]3[CH2:14][CH2:15][O:16][CH2:17][CH2:18]3)=[CH:11][CH:10]=[CH:9][N:8]=2)[CH2:5]1. The yield is 0.910. (2) The catalyst is C(O)(C(F)(F)F)=O. The product is [CH2:1]([O:5][C:6]([N:8]1[CH2:12][C@H:11]([SH:13])[CH2:10][C@H:9]1[CH2:23][CH2:24][CH2:25][C:27]1[CH:28]=[CH:29][C:30]([F:33])=[CH:31][CH:32]=1)=[O:7])[CH2:2][CH2:3][CH3:4]. The yield is 0.150. The reactants are [CH2:1]([O:5][C:6]([N:8]1[CH2:12][C@H:11]([S:13]CC2C=CC(OC)=CC=2)[CH2:10][C@H:9]1[CH2:23][CH2:24][C:25]([C:27]1[CH:32]=[CH:31][C:30]([F:33])=[CH:29][CH:28]=1)=O)=[O:7])[CH2:2][CH2:3][CH3:4].C([SiH](CC)CC)C. (3) The reactants are [CH3:1][CH:2]([CH3:15])[C:3](=O)[CH2:4][C:5]([NH:7][C:8]1[CH:13]=[CH:12][CH:11]=[CH:10][CH:9]=1)=[O:6]. The catalyst is OS(O)(=O)=O. The product is [CH:2]([C:3]1[C:13]2[C:8](=[CH:9][CH:10]=[CH:11][CH:12]=2)[N:7]=[C:5]([OH:6])[CH:4]=1)([CH3:15])[CH3:1]. The yield is 0.570. (4) The reactants are [F:1][C:2]1[C:3]([I:11])=[C:4]([N+:8]([O-])=O)[CH:5]=[CH:6][CH:7]=1.C(O)C.[ClH:15].C(=O)([O-])[O-].[Na+].[Na+]. The catalyst is [Fe].C(OCC)(=O)C. The product is [ClH:15].[F:1][C:2]1[C:3]([I:11])=[C:4]([CH:5]=[CH:6][CH:7]=1)[NH2:8]. The yield is 0.180. (5) The reactants are [OH:1][C:2]1[CH:11]=[CH:10][C:5]2[C:6](=[O:9])[CH2:7][O:8][C:4]=2[C:3]=1[OH:12].[Cl:13][C:14]1[CH:15]=[C:16]([CH:19]=[CH:20][C:21]=1[Cl:22])[CH:17]=O. The catalyst is C(O)(=O)C. The product is [Cl:13][C:14]1[CH:15]=[C:16]([CH:19]=[CH:20][C:21]=1[Cl:22])[CH:17]=[C:7]1[C:6](=[O:9])[C:5]2[CH:10]=[CH:11][C:2]([OH:1])=[C:3]([OH:12])[C:4]=2[O:8]1. The yield is 0.850.